This data is from Full USPTO retrosynthesis dataset with 1.9M reactions from patents (1976-2016). The task is: Predict the reactants needed to synthesize the given product. The reactants are: [NH2:1][C:2]1[CH:3]=[C:4]2[C:9](=[CH:10][CH:11]=1)[O:8][C:7]([CH3:13])([CH3:12])[CH:6]=[CH:5]2.Cl.[C:15]1(Cl)[C:21](=O)C(Cl)=C(Cl)[C:17](=O)[C:16]=1Cl.C(=O)([O-])O.[Na+]. Given the product [CH3:12][C:7]1([CH3:13])[O:8][C:9]2=[CH:10][C:11]3[CH:21]=[CH:15][C:16]([CH3:17])=[N:1][C:2]=3[CH:3]=[C:4]2[CH:5]=[CH:6]1, predict the reactants needed to synthesize it.